From a dataset of Full USPTO retrosynthesis dataset with 1.9M reactions from patents (1976-2016). Predict the reactants needed to synthesize the given product. The reactants are: [F:1][C:2]1[CH:7]=[C:6]([F:8])[CH:5]=[CH:4][C:3]=1[C:9]1[C:17]2[O:16][CH:15]([CH2:18]OS(C3C=CC(C)=CC=3)(=O)=O)[CH2:14][C:13]=2[CH:12]=[C:11]([O:30][CH3:31])[CH:10]=1.[CH3:32][NH2:33]. Given the product [F:1][C:2]1[CH:7]=[C:6]([F:8])[CH:5]=[CH:4][C:3]=1[C:9]1[C:17]2[O:16][CH:15]([CH2:18][NH:33][CH3:32])[CH2:14][C:13]=2[CH:12]=[C:11]([O:30][CH3:31])[CH:10]=1, predict the reactants needed to synthesize it.